Dataset: Catalyst prediction with 721,799 reactions and 888 catalyst types from USPTO. Task: Predict which catalyst facilitates the given reaction. Reactant: [Na].CC[O-].[Na+].[C:6]([C:8]1[C:9]([S:23][CH2:24][C:25]([NH2:27])=[O:26])=[N:10][CH:11]=[N:12][C:13]=1[C:14]1[CH:19]=[CH:18][CH:17]=[C:16]([N+:20]([O-:22])=[O:21])[CH:15]=1)#[N:7]. Product: [NH2:7][C:6]1[C:8]2[C:13]([C:14]3[CH:19]=[CH:18][CH:17]=[C:16]([N+:20]([O-:22])=[O:21])[CH:15]=3)=[N:12][CH:11]=[N:10][C:9]=2[S:23][C:24]=1[C:25]([NH2:27])=[O:26]. The catalyst class is: 14.